From a dataset of Full USPTO retrosynthesis dataset with 1.9M reactions from patents (1976-2016). Predict the reactants needed to synthesize the given product. (1) Given the product [F:27][C:28]1[CH:29]=[C:30]([C:2]2[C:3]([NH:8][C@H:9]([C:11]3[N:16]([C:17]4[CH:22]=[CH:21][CH:20]=[CH:19][CH:18]=4)[C:15](=[O:23])[C:14]4=[CH:24][CH:25]=[CH:26][N:13]4[N:12]=3)[CH3:10])=[N:4][CH:5]=[N:6][CH:7]=2)[CH:31]=[C:32]([OH:34])[CH:33]=1, predict the reactants needed to synthesize it. The reactants are: I[C:2]1[C:3]([NH:8][C@H:9]([C:11]2[N:16]([C:17]3[CH:22]=[CH:21][CH:20]=[CH:19][CH:18]=3)[C:15](=[O:23])[C:14]3=[CH:24][CH:25]=[CH:26][N:13]3[N:12]=2)[CH3:10])=[N:4][CH:5]=[N:6][CH:7]=1.[F:27][C:28]1[CH:29]=[C:30](B(O)O)[CH:31]=[C:32]([OH:34])[CH:33]=1.C(=O)([O-])[O-].[Na+].[Na+]. (2) Given the product [CH3:39][O:38][C:34]1[CH:33]=[C:32]([CH:37]=[CH:36][CH:35]=1)[CH2:31][O:1][C:2]1[CH:3]=[C:4]([C:8]2[C:17]3[C:12](=[C:13]([C:18]([F:21])([F:19])[F:20])[CH:14]=[CH:15][CH:16]=3)[N:11]=[CH:10][C:9]=2[C:22]([C:24]2[CH:25]=[CH:26][CH:27]=[CH:28][CH:29]=2)=[O:23])[CH:5]=[CH:6][CH:7]=1, predict the reactants needed to synthesize it. The reactants are: [OH:1][C:2]1[CH:3]=[C:4]([C:8]2[C:17]3[C:12](=[C:13]([C:18]([F:21])([F:20])[F:19])[CH:14]=[CH:15][CH:16]=3)[N:11]=[CH:10][C:9]=2[C:22]([C:24]2[CH:29]=[CH:28][CH:27]=[CH:26][CH:25]=2)=[O:23])[CH:5]=[CH:6][CH:7]=1.Br[CH2:31][C:32]1[CH:37]=[CH:36][CH:35]=[C:34]([O:38][CH3:39])[CH:33]=1. (3) The reactants are: [CH3:1][O:2][C:3]1[CH:8]=[CH:7][CH:6]=[CH:5][C:4]=1[CH2:9][CH2:10][NH2:11].Cl[C:13]1[CH:18]=[C:17]([C:19]2[CH:24]=[CH:23][CH:22]=[C:21]([CH3:25])[C:20]=2[CH3:26])[N:16]=[C:15]([NH2:27])[N:14]=1. Given the product [CH3:26][C:20]1[C:21]([CH3:25])=[CH:22][CH:23]=[CH:24][C:19]=1[C:17]1[N:16]=[C:15]([NH2:27])[N:14]=[C:13]([NH:11][CH2:10][CH2:9][C:4]2[CH:5]=[CH:6][CH:7]=[CH:8][C:3]=2[O:2][CH3:1])[CH:18]=1, predict the reactants needed to synthesize it. (4) Given the product [F:24][C:25]1[CH:30]=[CH:29][C:28]([S:31]([NH:1][C:2]2[CH:7]=[N:6][CH:5]=[C:4]([C:8]3[S:12][C:11]([C:13]4[CH:14]=[C:15]5[C:19](=[CH:20][CH:21]=4)[C:18](=[O:22])[N:17]([CH3:23])[CH2:16]5)=[CH:10][CH:9]=3)[CH:3]=2)(=[O:33])=[O:32])=[CH:27][CH:26]=1, predict the reactants needed to synthesize it. The reactants are: [NH2:1][C:2]1[CH:3]=[C:4]([C:8]2[S:12][C:11]([C:13]3[CH:14]=[C:15]4[C:19](=[CH:20][CH:21]=3)[C:18](=[O:22])[N:17]([CH3:23])[CH2:16]4)=[CH:10][CH:9]=2)[CH:5]=[N:6][CH:7]=1.[F:24][C:25]1[CH:30]=[CH:29][C:28]([S:31](Cl)(=[O:33])=[O:32])=[CH:27][CH:26]=1. (5) The reactants are: [CH2:1]([N:3]1[C:7]([NH:8][CH:9]=[C:10]([C:16]([O:18][CH2:19][CH3:20])=[O:17])[C:11](OCC)=O)=[CH:6][CH:5]=[N:4]1)[CH3:2].P(Cl)(Cl)([Cl:23])=O. Given the product [CH2:19]([O:18][C:16]([C:10]1[C:11]([Cl:23])=[C:6]2[CH:5]=[N:4][N:3]([CH2:1][CH3:2])[C:7]2=[N:8][CH:9]=1)=[O:17])[CH3:20], predict the reactants needed to synthesize it.